From a dataset of NCI-60 drug combinations with 297,098 pairs across 59 cell lines. Regression. Given two drug SMILES strings and cell line genomic features, predict the synergy score measuring deviation from expected non-interaction effect. (1) Drug 1: C1C(C(OC1N2C=NC3=C(N=C(N=C32)Cl)N)CO)O. Drug 2: CCN(CC)CCCC(C)NC1=C2C=C(C=CC2=NC3=C1C=CC(=C3)Cl)OC. Cell line: T-47D. Synergy scores: CSS=16.4, Synergy_ZIP=-4.17, Synergy_Bliss=2.70, Synergy_Loewe=-1.47, Synergy_HSA=-0.633. (2) Drug 1: C1=CN(C(=O)N=C1N)C2C(C(C(O2)CO)O)O.Cl. Drug 2: CCC1(CC2CC(C3=C(CCN(C2)C1)C4=CC=CC=C4N3)(C5=C(C=C6C(=C5)C78CCN9C7C(C=CC9)(C(C(C8N6C)(C(=O)OC)O)OC(=O)C)CC)OC)C(=O)OC)O.OS(=O)(=O)O. Cell line: RXF 393. Synergy scores: CSS=10.8, Synergy_ZIP=-2.24, Synergy_Bliss=0.271, Synergy_Loewe=-0.274, Synergy_HSA=-0.258.